Dataset: Reaction yield outcomes from USPTO patents with 853,638 reactions. Task: Predict the reaction yield, written as a fraction of the theoretical maximum amount of product (1.0 means a 100% yield; for example, 0.34 means a 34% yield). (1) The reactants are C([NH:4][C@@:5]1([C:22](NC(C)(C)C)=[O:23])[CH2:9][CH2:8][CH2:7][C@H:6]1[CH2:10][CH2:11][CH2:12][B:13]1[O:17]C(C)(C)C(C)(C)[O:14]1)(=O)C.[OH2:29]. The catalyst is Cl. The product is [NH2:4][C@@:5]1([C:22]([OH:23])=[O:29])[CH2:9][CH2:8][CH2:7][C@H:6]1[CH2:10][CH2:11][CH2:12][B:13]([OH:14])[OH:17]. The yield is 0.930. (2) The reactants are [NH2:1][C:2]1[N:7]=[CH:6][C:5]([N+:8]([O-:10])=[O:9])=[CH:4][N:3]=1.[C:11](OC(=O)C)(=[O:13])[CH3:12]. No catalyst specified. The product is [N+:8]([C:5]1[CH:4]=[N:3][C:2]([NH:1][C:11](=[O:13])[CH3:12])=[N:7][CH:6]=1)([O-:10])=[O:9]. The yield is 0.580. (3) The reactants are Cl[C:2]1[CH:3]=[CH:4][C:5]([O:13][C:14]2[CH:19]=[CH:18][CH:17]=[CH:16][CH:15]=2)=[C:6]2[C:11]=1[N:10]=[C:9]([CH3:12])[CH:8]=[CH:7]2.[OH-].[Na+]. The catalyst is [Pd].CO. The product is [CH3:12][C:9]1[CH:8]=[CH:7][C:6]2[C:11](=[CH:2][CH:3]=[CH:4][C:5]=2[O:13][C:14]2[CH:19]=[CH:18][CH:17]=[CH:16][CH:15]=2)[N:10]=1. The yield is 1.01. (4) The reactants are [NH2:1][C:2]1[CH:3]=[C:4]([CH:7]=[CH:8][CH:9]=1)[CH2:5][NH2:6].[F:10][C:11]([F:18])([F:17])[C:12](OCC)=[O:13]. The catalyst is C1COCC1. The product is [NH2:1][C:2]1[CH:3]=[C:4]([CH:7]=[CH:8][CH:9]=1)[CH2:5][NH:6][C:12](=[O:13])[C:11]([F:18])([F:17])[F:10]. The yield is 0.980. (5) The reactants are [F:1][C:2]1[CH:7]=[CH:6][CH:5]=[CH:4][C:3]=1[CH2:8][C:9]([O:11][C@H:12]([C:14]1[CH:19]=[CH:18][CH:17]=[CH:16][CH:15]=1)[CH3:13])=[O:10].[CH2:20]1[CH2:30][CH2:29][N:28]2C(=NC[CH2:26][CH2:27]2)CC1.C(Br)(Br)(Br)Br.N1CCCCC1. The catalyst is C1COCC1.C(OCC)C.C1(C)C=CC=CC=1. The product is [F:1][C:2]1[CH:7]=[CH:6][CH:5]=[CH:4][C:3]=1[C@@H:8]([N:28]1[CH2:27][CH2:26][CH2:20][CH2:30][CH2:29]1)[C:9]([O:11][C@H:12]([C:14]1[CH:15]=[CH:16][CH:17]=[CH:18][CH:19]=1)[CH3:13])=[O:10]. The yield is 0.110. (6) The reactants are [CH3:1][O:2][C:3]1[CH:27]=[CH:26][C:6]([O:7][C:8]2[N:13]=[C:12]([O:14][C:15]3[CH:20]=[CH:19][C:18]([O:21][CH3:22])=[CH:17][CH:16]=3)[C:11]([N+:23]([O-])=O)=[CH:10][N:9]=2)=[CH:5][CH:4]=1.[H][H]. The catalyst is C1COCC1.[Pd]. The product is [CH3:1][O:2][C:3]1[CH:27]=[CH:26][C:6]([O:7][C:8]2[N:13]=[C:12]([O:14][C:15]3[CH:20]=[CH:19][C:18]([O:21][CH3:22])=[CH:17][CH:16]=3)[C:11]([NH2:23])=[CH:10][N:9]=2)=[CH:5][CH:4]=1. The yield is 1.00.